Dataset: Forward reaction prediction with 1.9M reactions from USPTO patents (1976-2016). Task: Predict the product of the given reaction. (1) Given the reactants Cl[CH2:2][CH2:3][N:4]1[CH2:9][CH2:8][CH2:7][CH2:6][S:5]1(=[O:11])=[O:10].[I-:12].[Na+], predict the reaction product. The product is: [I:12][CH2:2][CH2:3][N:4]1[CH2:9][CH2:8][CH2:7][CH2:6][S:5]1(=[O:11])=[O:10]. (2) The product is: [CH3:35][O:36][C:37](=[O:40])/[CH:38]=[CH:39]/[C:16]1[C:15]([CH2:14][N:7]([CH2:6][C:5]2[CH:4]=[C:3]([C:2]([F:34])([F:33])[F:1])[CH:28]=[C:27]([C:29]([F:32])([F:31])[F:30])[CH:26]=2)[C:8]2[N:9]=[N:10][N:11]([CH3:13])[N:12]=2)=[CH:20][C:19]([C:21]([F:24])([F:23])[F:22])=[CH:18][N:17]=1. Given the reactants [F:1][C:2]([F:34])([F:33])[C:3]1[CH:4]=[C:5]([CH:26]=[C:27]([C:29]([F:32])([F:31])[F:30])[CH:28]=1)[CH2:6][N:7]([CH2:14][C:15]1[C:16](Cl)=[N:17][CH:18]=[C:19]([C:21]([F:24])([F:23])[F:22])[CH:20]=1)[C:8]1[N:9]=[N:10][N:11]([CH3:13])[N:12]=1.[CH3:35][O:36][C:37](=[O:40])[CH:38]=[CH2:39].C(N(CC)CC)C, predict the reaction product. (3) Given the reactants [CH2:1]([O:8][C:9]([N:11]1[CH2:20][CH2:19][C:18]2[C:13](=[CH:14][C:15]([NH:21][C:22](=[O:41])[C:23]3[CH:28]=[CH:27][CH:26]=[C:25]([CH:29]4[CH2:33][CH2:32][CH2:31][N:30]4C(OC(C)(C)C)=O)[CH:24]=3)=[CH:16][CH:17]=2)[CH2:12]1)=[O:10])[C:2]1[CH:7]=[CH:6][CH:5]=[CH:4][CH:3]=1.[ClH:42].O1CCOCC1, predict the reaction product. The product is: [ClH:42].[CH2:1]([O:8][C:9]([N:11]1[CH2:20][CH2:19][C:18]2[C:13](=[CH:14][C:15]([NH:21][C:22](=[O:41])[C:23]3[CH:28]=[CH:27][CH:26]=[C:25]([CH:29]4[CH2:33][CH2:32][CH2:31][NH:30]4)[CH:24]=3)=[CH:16][CH:17]=2)[CH2:12]1)=[O:10])[C:2]1[CH:3]=[CH:4][CH:5]=[CH:6][CH:7]=1. (4) Given the reactants C[O:2][C:3](=[O:30])[CH2:4][CH2:5][NH:6][C:7](=[O:29])[C:8]1[CH:13]=[CH:12][C:11]([CH:14]([S:19][C:20]2[CH:25]=[C:24]([CH3:26])[C:23](Br)=[C:22]([CH3:28])[CH:21]=2)[CH2:15][CH:16]([CH3:18])[CH3:17])=[CH:10][CH:9]=1.[C:31]([C:35]1[CH:40]=[CH:39][C:38](B(O)O)=[CH:37][CH:36]=1)([CH3:34])([CH3:33])[CH3:32], predict the reaction product. The product is: [C:31]([C:35]1[CH:40]=[CH:39][C:38]([C:23]2[C:24]([CH3:26])=[CH:25][C:20]([S:19][CH:14]([C:11]3[CH:10]=[CH:9][C:8]([C:7]([NH:6][CH2:5][CH2:4][C:3]([OH:2])=[O:30])=[O:29])=[CH:13][CH:12]=3)[CH2:15][CH:16]([CH3:17])[CH3:18])=[CH:21][C:22]=2[CH3:28])=[CH:37][CH:36]=1)([CH3:34])([CH3:33])[CH3:32]. (5) Given the reactants [Cl:1][C:2]1[CH:3]=[C:4]([CH:8]=[CH:9][C:10]=1[O:11][CH3:12])[C:5]([OH:7])=[O:6].O[NH:14][C:15]([C:17]1[CH:18]=[C:19]2[C:23](=[CH:24][CH:25]=1)[NH:22][CH:21]=[CH:20]2)=[NH:16].C1CN([P+](Br)(N2CCCC2)N2CCCC2)CC1.F[P-](F)(F)(F)(F)F.CCN(C(C)C)C(C)C, predict the reaction product. The product is: [Cl:1][C:2]1[CH:3]=[C:4]([CH:8]=[CH:9][C:10]=1[O:11][CH3:12])[C:5]([O:7][NH:16][C:15]([C:17]1[CH:18]=[C:19]2[C:23](=[CH:24][CH:25]=1)[NH:22][CH:21]=[CH:20]2)=[NH:14])=[O:6]. (6) Given the reactants [Br:1][C:2]1[CH:3]=[C:4](B2OC(C)(C)C(C)(C)O2)[CH:5]=[C:6]([O:8][CH:9]([F:11])[F:10])[CH:7]=1.[NH:21]1[C:25]2=[N:26][CH:27]=[CH:28][CH:29]=[C:24]2[C:23]([C:30]([O:32][CH3:33])=[O:31])=[N:22]1, predict the reaction product. The product is: [Br:1][C:2]1[CH:3]=[C:4]([N:21]2[C:25]3=[N:26][CH:27]=[CH:28][CH:29]=[C:24]3[C:23]([C:30]([O:32][CH3:33])=[O:31])=[N:22]2)[CH:5]=[C:6]([O:8][CH:9]([F:10])[F:11])[CH:7]=1.